Task: Predict the product of the given reaction.. Dataset: Forward reaction prediction with 1.9M reactions from USPTO patents (1976-2016) Given the reactants [C:1]([C:5]1[CH:6]=[C:7]([C:14](=[O:16])[CH3:15])[CH:8]=[C:9]([OH:13])[C:10]=1[O:11][CH3:12])([CH3:4])([CH3:3])[CH3:2].O=O.[Br-].[C:20]([O:23][CH2:24][CH2:25][CH2:26][CH2:27]Br)(=[O:22])[CH3:21], predict the reaction product. The product is: [C:20]([O:23][CH2:24][CH2:25][CH2:26][CH2:27][O:13][C:9]1[CH:8]=[C:7]([C:14](=[O:16])[CH3:15])[CH:6]=[C:5]([C:1]([CH3:4])([CH3:2])[CH3:3])[C:10]=1[O:11][CH3:12])(=[O:22])[CH3:21].